From a dataset of Catalyst prediction with 721,799 reactions and 888 catalyst types from USPTO. Predict which catalyst facilitates the given reaction. (1) Reactant: [CH3:1][S:2][C:3]1[N:4]=[CH:5][C:6]2[C:15](=[O:16])[N:14]([C:17]3[CH:18]=[C:19]([C:23]4[O:24][CH:25]=[C:26]([C:28]([O:30]C)=[O:29])[N:27]=4)[CH:20]=[CH:21][CH:22]=3)[CH2:13][C@H:12]3[N:8]([CH2:9][CH2:10][CH2:11]3)[C:7]=2[N:32]=1.[OH-].[Na+]. Product: [CH3:1][S:2][C:3]1[N:4]=[CH:5][C:6]2[C:15](=[O:16])[N:14]([C:17]3[CH:18]=[C:19]([C:23]4[O:24][CH:25]=[C:26]([C:28]([OH:30])=[O:29])[N:27]=4)[CH:20]=[CH:21][CH:22]=3)[CH2:13][C@H:12]3[N:8]([CH2:9][CH2:10][CH2:11]3)[C:7]=2[N:32]=1. The catalyst class is: 8. (2) Reactant: I[CH3:2].[F:3][C:4]1[C:9]([F:10])=[CH:8][CH:7]=[CH:6][C:5]=1[C@H:11]1[CH2:17][N:16]2[C:18]([CH:21]([OH:23])[CH3:22])=[CH:19][N:20]=[C:15]2[C@H:14]([NH:24][C:25](=[O:31])[O:26][C:27]([CH3:30])([CH3:29])[CH3:28])[CH2:13][CH2:12]1.[H-].[Na+]. Product: [F:3][C:4]1[C:9]([F:10])=[CH:8][CH:7]=[CH:6][C:5]=1[C@H:11]1[CH2:17][N:16]2[C:18]([CH:21]([O:23][CH3:2])[CH3:22])=[CH:19][N:20]=[C:15]2[C@H:14]([NH:24][C:25](=[O:31])[O:26][C:27]([CH3:30])([CH3:29])[CH3:28])[CH2:13][CH2:12]1. The catalyst class is: 7. (3) Reactant: [CH2:1]([C@@H:5]1[CH2:9][CH2:8][CH2:7][C@H:6]1[OH:10])[CH2:2][CH:3]=[CH2:4].CCN(C(C)C)C(C)C.Cl[C:21](Cl)([O:23]C(=O)OC(Cl)(Cl)Cl)Cl.[CH3:32][C:33]([CH3:40])([CH3:39])[C@@H:34]([C:36]([OH:38])=[O:37])[NH2:35].[OH-].[Na+].Cl. Product: [CH2:1]([C@@H:5]1[CH2:9][CH2:8][CH2:7][C@H:6]1[O:10][C:21]([NH:35][C@H:34]([C:36]([OH:38])=[O:37])[C:33]([CH3:40])([CH3:39])[CH3:32])=[O:23])[CH2:2][CH:3]=[CH2:4]. The catalyst class is: 12. (4) Reactant: [CH2:1]1[CH2:6][CH2:5][CH:4]([CH2:7][O:8][C:9]2[C:14]3[NH:15][CH:16]=[N:17][C:13]=3[N:12]=[C:11](F)[N:10]=2)[CH2:3][CH2:2]1.[NH2:19][C:20]1[CH:25]=[CH:24][CH:23]=[CH:22][CH:21]=1. Product: [NH:19]([C:11]1[N:12]=[C:13]2[C:14]([NH:15][CH:16]=[N:17]2)=[C:9]([O:8][CH2:7][CH:4]2[CH2:5][CH2:6][CH2:1][CH2:2][CH2:3]2)[N:10]=1)[C:20]1[CH:25]=[CH:24][CH:23]=[CH:22][CH:21]=1. The catalyst class is: 114. (5) Reactant: Cl.[NH2:2][OH:3].[C:4]([C:6]1[CH:7]=[C:8]([C@H:12]([NH:14][C:15]([C:17]2[CH:18]=[N:19][C:20]([C:23]3[CH:28]=[CH:27][CH:26]=[CH:25][N:24]=3)=[N:21][CH:22]=2)=[O:16])[CH3:13])[CH:9]=[CH:10][CH:11]=1)#[N:5].C(N(CC)CC)C. Product: [OH:3][NH:2][C:4]([C:6]1[CH:7]=[C:8]([C@H:12]([NH:14][C:15]([C:17]2[CH:22]=[N:21][C:20]([C:23]3[CH:28]=[CH:27][CH:26]=[CH:25][N:24]=3)=[N:19][CH:18]=2)=[O:16])[CH3:13])[CH:9]=[CH:10][CH:11]=1)=[NH:5]. The catalyst class is: 5. (6) Reactant: [CH2:1]([C:3]([C:6]1[C:11]2[N:12]([CH3:16])[C:13](=[O:15])[NH:14][C:10]=2[C:9]([C:17]([F:20])([F:19])[F:18])=[CH:8][CH:7]=1)=[CH:4][CH3:5])[CH3:2].[H][H]. Product: [CH2:1]([CH:3]([C:6]1[C:11]2[N:12]([CH3:16])[C:13](=[O:15])[NH:14][C:10]=2[C:9]([C:17]([F:18])([F:20])[F:19])=[CH:8][CH:7]=1)[CH2:4][CH3:5])[CH3:2]. The catalyst class is: 331.